This data is from Forward reaction prediction with 1.9M reactions from USPTO patents (1976-2016). The task is: Predict the product of the given reaction. Given the reactants [N:1]([CH2:4][C:5]1[CH:14]=[C:13]2[C:8]([C:9]([C:16]3[CH:21]=[CH:20][C:19]([F:22])=[CH:18][CH:17]=3)=[CH:10][C:11]([Cl:15])=[N:12]2)=[CH:7][CH:6]=1)=[N+:2]=[N-:3].[N+:23]([C:26]1[CH:43]=[CH:42][C:29]([C:30]([O:32][C:33]([CH2:40][CH3:41])([C:36]([F:39])([F:38])[F:37])[C:34]#[CH:35])=[O:31])=[CH:28][CH:27]=1)([O-:25])=[O:24].C(N(C(C)C)CC)(C)C, predict the reaction product. The product is: [N+:23]([C:26]1[CH:27]=[CH:28][C:29]([C:30]([O:32][C@@:33]([C:34]2[N:3]=[N:2][N:1]([CH2:4][C:5]3[CH:14]=[C:13]4[C:8]([C:9]([C:16]5[CH:21]=[CH:20][C:19]([F:22])=[CH:18][CH:17]=5)=[CH:10][C:11]([Cl:15])=[N:12]4)=[CH:7][CH:6]=3)[CH:35]=2)([C:36]([F:37])([F:38])[F:39])[CH2:40][CH3:41])=[O:31])=[CH:42][CH:43]=1)([O-:25])=[O:24].